Dataset: Forward reaction prediction with 1.9M reactions from USPTO patents (1976-2016). Task: Predict the product of the given reaction. (1) The product is: [Br:26][C:23]1[O:22][C:21]([CH3:25])=[C:20]([C:16]2[N:11]3[N:12]=[C:13]([CH3:15])[CH:14]=[C:9]([CH:6]([CH2:7][CH3:8])[CH2:4][CH3:5])[C:10]3=[N:18][C:17]=2[CH3:19])[CH:24]=1. Given the reactants C(Cl)Cl.[CH2:4]([CH:6]([C:9]1[C:10]2[N:11]([C:16]([C:20]3[CH:24]=[CH:23][O:22][C:21]=3[CH3:25])=[C:17]([CH3:19])[N:18]=2)[N:12]=[C:13]([CH3:15])[CH:14]=1)[CH2:7][CH3:8])[CH3:5].[Br:26]N1C(=O)CCC1=O, predict the reaction product. (2) Given the reactants [Li+].[OH-].O.[F:4][C@@:5]1([C:17]([O:19]CC)=[O:18])[CH2:9][CH2:8][N:7]([C:10]2[CH:15]=[CH:14][CH:13]=[CH:12][CH:11]=2)[C:6]1=[O:16].Cl, predict the reaction product. The product is: [F:4][C@@:5]1([C:17]([OH:19])=[O:18])[CH2:9][CH2:8][N:7]([C:10]2[CH:15]=[CH:14][CH:13]=[CH:12][CH:11]=2)[C:6]1=[O:16].